From a dataset of Full USPTO retrosynthesis dataset with 1.9M reactions from patents (1976-2016). Predict the reactants needed to synthesize the given product. Given the product [NH:31]1[C:36]2[C:37](=[C:42]([C:2]3[N:3]=[C:4]([N:24]4[CH2:29][CH2:28][O:27][CH2:26][CH2:25]4)[C:5]4[S:10][C:9]([CH2:11][N:12]5[CH2:17][CH2:16][CH:15]([N:18]([CH3:23])[S:19]([CH3:22])(=[O:21])=[O:20])[CH2:14][CH2:13]5)=[CH:8][C:6]=4[N:7]=3)[CH:43]=[CH:40][CH:41]=2)[CH:38]=[N:39]1, predict the reactants needed to synthesize it. The reactants are: Cl[C:2]1[N:3]=[C:4]([N:24]2[CH2:29][CH2:28][O:27][CH2:26][CH2:25]2)[C:5]2[S:10][C:9]([CH2:11][N:12]3[CH2:17][CH2:16][CH:15]([N:18]([CH3:23])[S:19]([CH3:22])(=[O:21])=[O:20])[CH2:14][CH2:13]3)=[CH:8][C:6]=2[N:7]=1.C[N:31]([CH:36]1[CH2:41][CH2:40][NH:39][CH2:38][CH2:37]1)S(C)(=O)=O.[C:42](OC(N1CCC(NC)CC1)=O)(C)(C)[CH3:43].CS(Cl)(=O)=O.